Dataset: Forward reaction prediction with 1.9M reactions from USPTO patents (1976-2016). Task: Predict the product of the given reaction. (1) Given the reactants [CH2:1]([O:8][C:9]1[CH:10]=[CH:11][C:12]([C:18]([OH:27])([C:23]([F:26])([F:25])[F:24])[C:19]([F:22])([F:21])[F:20])=[N:13][C:14]=1[CH2:15][CH2:16][CH3:17])[C:2]1[CH:7]=[CH:6][CH:5]=[CH:4][CH:3]=1.[H-].[Na+].[Cl-].[CH3:31][O:32][CH2:33]OCOC.O, predict the reaction product. The product is: [CH2:1]([O:8][C:9]1[C:14]([CH2:15][CH2:16][CH3:17])=[N:13][C:12]([C:18]([O:27][CH2:31][O:32][CH3:33])([C:23]([F:26])([F:25])[F:24])[C:19]([F:22])([F:20])[F:21])=[CH:11][CH:10]=1)[C:2]1[CH:3]=[CH:4][CH:5]=[CH:6][CH:7]=1. (2) Given the reactants Br[C:2]1[CH:7]=[CH:6][C:5]([S:8]([C:11]2[CH:12]=[CH:13][C:14]([NH2:17])=[N:15][CH:16]=2)(=[O:10])=[O:9])=[CH:4][CH:3]=1.N[C:19]1[CH:24]=CC(Br)=CN=1.C([Sn](CCCC)(CCCC)C=C)CCC, predict the reaction product. The product is: [CH:19]([C:2]1[CH:7]=[CH:6][C:5]([S:8]([C:11]2[CH:12]=[CH:13][C:14]([NH2:17])=[N:15][CH:16]=2)(=[O:10])=[O:9])=[CH:4][CH:3]=1)=[CH2:24]. (3) Given the reactants [NH2:1][C:2]1[C:3]([C:8]([OH:10])=O)=[N:4][CH:5]=[CH:6][N:7]=1.N1C=C[CH:14]=[CH:13][CH:12]=1.[NH3:17].[OH2:18], predict the reaction product. The product is: [C:12]([NH:1][C:2]1[C:3]([C:8]([NH2:17])=[O:10])=[N:4][CH:5]=[CH:6][N:7]=1)(=[O:18])[CH2:13][CH3:14]. (4) Given the reactants [C:1]1([CH:7]([N:14]2[CH2:17][CH:16]([C:18]#[N:19])[CH2:15]2)[C:8]2[CH:13]=[CH:12][CH:11]=[CH:10][CH:9]=2)[CH:6]=[CH:5][CH:4]=[CH:3][CH:2]=1.[H-].[Al+3].[Li+].[H-].[H-].[H-].O.[Na], predict the reaction product. The product is: [NH2:19][CH2:18][CH:16]1[CH2:15][N:14]([CH:7]([C:8]2[CH:13]=[CH:12][CH:11]=[CH:10][CH:9]=2)[C:1]2[CH:6]=[CH:5][CH:4]=[CH:3][CH:2]=2)[CH2:17]1. (5) Given the reactants [N:1]1([C:6]2[CH:32]=[CH:31][C:9]([CH2:10][C:11]3[C:12]([O:29][CH3:30])=[CH:13][C:14](OS(C(F)(F)F)(=O)=O)=[C:15]([CH:20]=3)[C:16]([O:18][CH3:19])=[O:17])=[CH:8][CH:7]=2)[CH:5]=[CH:4][CH:3]=[N:2]1.[CH2:33](C([Sn])=C(CCCC)CCCC)[CH2:34]CC.[Cl-].[Li+].[F-].[K+], predict the reaction product. The product is: [N:1]1([C:6]2[CH:7]=[CH:8][C:9]([CH2:10][C:11]3[C:12]([O:29][CH3:30])=[CH:13][C:14]([CH:33]=[CH2:34])=[C:15]([CH:20]=3)[C:16]([O:18][CH3:19])=[O:17])=[CH:31][CH:32]=2)[CH:5]=[CH:4][CH:3]=[N:2]1.